This data is from Forward reaction prediction with 1.9M reactions from USPTO patents (1976-2016). The task is: Predict the product of the given reaction. (1) Given the reactants Cl[C:2]1[C:11]2[C:6](=[CH:7][C:8]([F:14])=[C:9]([O:12][CH3:13])[CH:10]=2)[N:5]=[CH:4][C:3]=1[C:15]#[N:16].[CH3:17][O:18][C:19]1[CH:20]=[C:21]([CH:23]=[C:24]([O:28][CH3:29])[C:25]=1[O:26][CH3:27])[NH2:22].Cl.N1C=CC=CC=1.C(=O)(O)[O-].[Na+], predict the reaction product. The product is: [F:14][C:8]1[CH:7]=[C:6]2[C:11]([C:2]([NH:22][C:21]3[CH:23]=[C:24]([O:28][CH3:29])[C:25]([O:26][CH3:27])=[C:19]([O:18][CH3:17])[CH:20]=3)=[C:3]([C:15]#[N:16])[CH:4]=[N:5]2)=[CH:10][C:9]=1[O:12][CH3:13]. (2) Given the reactants C([O:4][CH2:5][C:6]([NH:8][C:9]1[CH:36]=[CH:35][C:12]([C:13]([NH:15][C:16]2[S:20][C:19]([NH:21][C:22]3[CH:31]=[CH:30][C:29]4[C:24](=[CH:25][CH:26]=[CH:27][CH:28]=4)[CH:23]=3)=[N:18][C:17]=2[C:32]([NH2:34])=[O:33])=[O:14])=[CH:11][CH:10]=1)=[O:7])(=O)C.C([O-])([O-])=O.[K+].[K+], predict the reaction product. The product is: [OH:4][CH2:5][C:6]([NH:8][C:9]1[CH:10]=[CH:11][C:12]([C:13]([NH:15][C:16]2[S:20][C:19]([NH:21][C:22]3[CH:31]=[CH:30][C:29]4[C:24](=[CH:25][CH:26]=[CH:27][CH:28]=4)[CH:23]=3)=[N:18][C:17]=2[C:32]([NH2:34])=[O:33])=[O:14])=[CH:35][CH:36]=1)=[O:7].